The task is: Predict which catalyst facilitates the given reaction.. This data is from Catalyst prediction with 721,799 reactions and 888 catalyst types from USPTO. (1) Reactant: [C:1]([O:5][C:6]([N:8]1[CH2:13][CH2:12][CH:11]([CH:14](Br)[CH:15]=O)[CH2:10][CH2:9]1)=[O:7])([CH3:4])([CH3:3])[CH3:2].[NH2:18][C:19]1[CH:24]=[CH:23][CH:22]=[CH:21][N:20]=1. Product: [C:1]([O:5][C:6]([N:8]1[CH2:13][CH2:12][CH:11]([C:14]2[N:20]3[CH:21]=[CH:22][CH:23]=[CH:24][C:19]3=[N:18][CH:15]=2)[CH2:10][CH2:9]1)=[O:7])([CH3:4])([CH3:3])[CH3:2]. The catalyst class is: 8. (2) Reactant: [Cl:1][C:2]1[CH:7]=[C:6]([CH3:8])[CH:5]=[CH:4][N:3]=1.C([Li])CCC.CN(CCO)C.C(Br)(Br)(Br)[Br:21]. Product: [Br:21][C:4]1[CH:5]=[C:6]([CH3:8])[CH:7]=[C:2]([Cl:1])[N:3]=1. The catalyst class is: 323.